This data is from NCI-60 drug combinations with 297,098 pairs across 59 cell lines. The task is: Regression. Given two drug SMILES strings and cell line genomic features, predict the synergy score measuring deviation from expected non-interaction effect. (1) Drug 1: CC1OCC2C(O1)C(C(C(O2)OC3C4COC(=O)C4C(C5=CC6=C(C=C35)OCO6)C7=CC(=C(C(=C7)OC)O)OC)O)O. Drug 2: C1CC(=O)NC(=O)C1N2C(=O)C3=CC=CC=C3C2=O. Cell line: A498. Synergy scores: CSS=17.2, Synergy_ZIP=-7.03, Synergy_Bliss=-4.60, Synergy_Loewe=-19.6, Synergy_HSA=-6.68. (2) Cell line: OVCAR-5. Synergy scores: CSS=-0.243, Synergy_ZIP=0.497, Synergy_Bliss=0.0948, Synergy_Loewe=0.0765, Synergy_HSA=-1.50. Drug 1: CN(C(=O)NC(C=O)C(C(C(CO)O)O)O)N=O. Drug 2: C1CN(P(=O)(OC1)NCCCl)CCCl. (3) Drug 1: C1=NC2=C(N1)C(=S)N=CN2. Drug 2: B(C(CC(C)C)NC(=O)C(CC1=CC=CC=C1)NC(=O)C2=NC=CN=C2)(O)O. Cell line: MCF7. Synergy scores: CSS=37.9, Synergy_ZIP=-11.2, Synergy_Bliss=-2.31, Synergy_Loewe=-8.08, Synergy_HSA=-2.17. (4) Cell line: MALME-3M. Drug 2: CCC1(C2=C(COC1=O)C(=O)N3CC4=CC5=C(C=CC(=C5CN(C)C)O)N=C4C3=C2)O.Cl. Synergy scores: CSS=12.7, Synergy_ZIP=-9.36, Synergy_Bliss=-13.1, Synergy_Loewe=-13.0, Synergy_HSA=-8.28. Drug 1: C1CC(=O)NC(=O)C1N2C(=O)C3=CC=CC=C3C2=O. (5) Cell line: UACC62. Drug 2: CC1CCCC2(C(O2)CC(NC(=O)CC(C(C(=O)C(C1O)C)(C)C)O)C(=CC3=CSC(=N3)C)C)C. Synergy scores: CSS=20.6, Synergy_ZIP=-6.00, Synergy_Bliss=-2.92, Synergy_Loewe=-2.47, Synergy_HSA=-2.17. Drug 1: C1=NC2=C(N1)C(=S)N=C(N2)N.